From a dataset of Full USPTO retrosynthesis dataset with 1.9M reactions from patents (1976-2016). Predict the reactants needed to synthesize the given product. Given the product [CH2:21]([O:1][C:2]1[CH:11]=[C:10]2[C:5]([CH:6]=[CH:7][C:8]([O:12][CH:13]([CH2:18][CH3:19])[C:14]([O:16][CH3:17])=[O:15])=[CH:9]2)=[CH:4][CH:3]=1)[CH3:22], predict the reactants needed to synthesize it. The reactants are: [OH:1][C:2]1[CH:11]=[C:10]2[C:5]([CH:6]=[CH:7][C:8]([O:12][CH:13]([CH2:18][CH3:19])[C:14]([O:16][CH3:17])=[O:15])=[CH:9]2)=[CH:4][CH:3]=1.I[CH2:21][CH3:22].C(=O)([O-])[O-].[K+].[K+].